Predict which catalyst facilitates the given reaction. From a dataset of Catalyst prediction with 721,799 reactions and 888 catalyst types from USPTO. (1) Reactant: [Si]([O:18][CH2:19][CH2:20]/[CH:21]=[CH:22]/[C@@H:23]([NH:28][C:29](=[O:35])[O:30][C:31]([CH3:34])([CH3:33])[CH3:32])[CH2:24][CH:25]([CH3:27])[CH3:26])(C(C)(C)C)(C1C=CC=CC=1)C1C=CC=CC=1.CCCC[N+](CCCC)(CCCC)CCCC.[F-].C(Cl)Cl. Product: [OH:18][CH2:19][CH2:20]/[CH:21]=[CH:22]/[C@@H:23]([NH:28][C:29](=[O:35])[O:30][C:31]([CH3:32])([CH3:34])[CH3:33])[CH2:24][CH:25]([CH3:27])[CH3:26]. The catalyst class is: 1. (2) Reactant: Br[C:2]1[CH:7]=[CH:6][C:5]([CH:8]([CH3:16])[C:9]([N:11]2[CH2:15][CH2:14][CH2:13][CH2:12]2)=[O:10])=[CH:4][CH:3]=1.[F:17][C:18]([F:29])([F:28])[C:19]1[C:27]2[CH2:26][CH2:25][CH2:24][CH2:23][C:22]=2[NH:21][N:20]=1.CN(C)CC(O)=O.C(=O)([O-])[O-].[K+].[K+]. Product: [CH3:16][CH:8]([C:5]1[CH:6]=[CH:7][C:2]([N:21]2[C:22]3[CH2:23][CH2:24][CH2:25][CH2:26][C:27]=3[C:19]([C:18]([F:17])([F:29])[F:28])=[N:20]2)=[CH:3][CH:4]=1)[C:9](=[O:10])[N:11]1[CH2:15][CH2:14][CH2:13][CH2:12]1. The catalyst class is: 156. (3) Reactant: C[O:2][C:3](=[O:40])[C:4]1[CH:9]=[C:8]([O:10][C:11]2[CH:16]=[CH:15][C:14]([NH:17][S:18]([C:21]3[CH:26]=[CH:25][C:24]([CH3:27])=[CH:23][CH:22]=3)(=[O:20])=[O:19])=[C:13]([Cl:28])[CH:12]=2)[CH:7]=[CH:6][C:5]=1[NH:29][S:30]([C:33]1[CH:38]=[CH:37][C:36]([CH3:39])=[CH:35][CH:34]=1)(=[O:32])=[O:31].[Li+].[OH-].Cl. Product: [Cl:28][C:13]1[CH:12]=[C:11]([CH:16]=[CH:15][C:14]=1[NH:17][S:18]([C:21]1[CH:22]=[CH:23][C:24]([CH3:27])=[CH:25][CH:26]=1)(=[O:19])=[O:20])[O:10][C:8]1[CH:7]=[CH:6][C:5]([NH:29][S:30]([C:33]2[CH:38]=[CH:37][C:36]([CH3:39])=[CH:35][CH:34]=2)(=[O:31])=[O:32])=[C:4]([CH:9]=1)[C:3]([OH:40])=[O:2]. The catalyst class is: 20. (4) Reactant: F[C:2]1[CH:3]=[C:4]([N+:9]([O-:11])=[O:10])[CH:5]=[C:6]([F:8])[CH:7]=1.C([O-])([O-])=O.[K+].[K+].[CH3:18][N:19]1[C:23](=[O:24])[CH:22]=[C:21]([C:25]([F:28])([F:27])[F:26])[NH:20]1.O. Product: [F:8][C:6]1[CH:5]=[C:4]([N+:9]([O-:11])=[O:10])[CH:3]=[C:2]([O:24][C:23]2[N:19]([CH3:18])[N:20]=[C:21]([C:25]([F:28])([F:27])[F:26])[CH:22]=2)[CH:7]=1. The catalyst class is: 9. (5) Reactant: [CH3:1][O:2][C:3](=[O:22])[C:4]1[CH:9]=[CH:8][CH:7]=[C:6]([CH:10]2[C:15]([CH3:17])([CH3:16])[O:14][C:13](OC)=[N:12][S:11]2(=[O:21])=[O:20])[CH:5]=1.[F:23][C:24]1[CH:29]=[CH:28][CH:27]=[CH:26][C:25]=1[C@@H:30]([NH2:32])[CH3:31]. Product: [CH3:1][O:2][C:3](=[O:22])[C:4]1[CH:9]=[CH:8][CH:7]=[C:6]([CH:10]2[C:15]([CH3:17])([CH3:16])[O:14][C:13]([NH:32][C@H:30]([C:25]3[CH:26]=[CH:27][CH:28]=[CH:29][C:24]=3[F:23])[CH3:31])=[N:12][S:11]2(=[O:21])=[O:20])[CH:5]=1. The catalyst class is: 4. (6) Reactant: [F:1][C:2]1[CH:7]=[CH:6][C:5]([CH:8]([CH2:12][CH:13]=[CH2:14])[CH2:9][NH:10][CH3:11])=[CH:4][CH:3]=1.C(N(CC)CC)C.[C:33]([O:32][C:30](O[C:30]([O:32][C:33]([CH3:36])([CH3:35])[CH3:34])=[O:31])=[O:31])([CH3:36])([CH3:35])[CH3:34]. Product: [F:1][C:2]1[CH:3]=[CH:4][C:5]([CH:8]([CH2:12][CH:13]=[CH2:14])[CH2:9][N:10]([CH3:11])[C:30](=[O:31])[O:32][C:33]([CH3:34])([CH3:35])[CH3:36])=[CH:6][CH:7]=1. The catalyst class is: 1. (7) Reactant: [F:1][C:2]1[CH:28]=[CH:27][C:26]([C:29]([NH:31][C:32]2[CH:37]=[C:36]([CH3:38])[CH:35]=[CH:34][C:33]=2[F:39])=[O:30])=[CH:25][C:3]=1[O:4][C:5]1[CH:10]=[CH:9][N:8]=[C:7]([C:11]2[NH:15][CH:14]=[C:13]([C:16]([NH:18][CH2:19][CH2:20][C:21]([O:23]C)=[O:22])=[O:17])[CH:12]=2)[CH:6]=1.[OH-].[Na+].O.Cl. Product: [F:1][C:2]1[CH:28]=[CH:27][C:26]([C:29]([NH:31][C:32]2[CH:37]=[C:36]([CH3:38])[CH:35]=[CH:34][C:33]=2[F:39])=[O:30])=[CH:25][C:3]=1[O:4][C:5]1[CH:10]=[CH:9][N:8]=[C:7]([C:11]2[NH:15][CH:14]=[C:13]([C:16]([NH:18][CH2:19][CH2:20][C:21]([OH:23])=[O:22])=[O:17])[CH:12]=2)[CH:6]=1. The catalyst class is: 36.